From a dataset of Catalyst prediction with 721,799 reactions and 888 catalyst types from USPTO. Predict which catalyst facilitates the given reaction. (1) Reactant: [OH:1][CH:2]1[CH2:7][CH2:6][CH:5]([O:8][C:9]2[C:14]([NH:15][C:16]3[C:17]4[C:24]([CH3:25])=[C:23]([C:26](O)=[O:27])[S:22][C:18]=4[N:19]=[CH:20][N:21]=3)=[CH:13][CH:12]=[CH:11][N:10]=2)[CH2:4][CH2:3]1.[NH3:29]. Product: [OH:1][C@@H:2]1[CH2:3][CH2:4][C@H:5]([O:8][C:9]2[C:14]([NH:15][C:16]3[C:17]4[C:24]([CH3:25])=[C:23]([C:26]([NH2:29])=[O:27])[S:22][C:18]=4[N:19]=[CH:20][N:21]=3)=[CH:13][CH:12]=[CH:11][N:10]=2)[CH2:6][CH2:7]1. The catalyst class is: 475. (2) Reactant: Cl[C:2]1[CH:7]=[CH:6][C:5]([NH:8][N:9]=[C:10]([C:16](=[O:18])[CH3:17])[C:11]([O:13][CH2:14][CH3:15])=[O:12])=[CH:4][CH:3]=1.[N+:19](C1C=CC(N)=CC=1)([O-:21])=[O:20]. Product: [N+:19]([C:2]1[CH:7]=[CH:6][C:5]([NH:8][N:9]=[C:10]([C:16](=[O:18])[CH3:17])[C:11]([O:13][CH2:14][CH3:15])=[O:12])=[CH:4][CH:3]=1)([O-:21])=[O:20]. The catalyst class is: 8. (3) The catalyst class is: 1. Reactant: [F:1][C:2]1[CH:7]=[CH:6][C:5]([C:8]2([C:14](O)=[O:15])[CH2:13][CH2:12][CH2:11][CH2:10][CH2:9]2)=[CH:4][CH:3]=1. Product: [F:1][C:2]1[CH:3]=[CH:4][C:5]([C:8]2([CH2:14][OH:15])[CH2:13][CH2:12][CH2:11][CH2:10][CH2:9]2)=[CH:6][CH:7]=1. (4) Reactant: [CH3:1][O:2][C:3](=[O:34])[CH:4]([O:29][C:30]([CH3:33])([CH3:32])[CH3:31])[C:5]1[N:6]([CH3:28])[C:7](=[O:27])[C:8]2[C:13]([C:14]=1[C:15]1[C:16]([CH3:25])=[C:17]3[C:22](=[CH:23][CH:24]=1)[O:21][CH2:20][CH2:19][CH2:18]3)=[CH:12][CH:11]=[C:10]([OH:26])[CH:9]=2.C([O-])([O-])=O.[K+].[K+].BrC[CH2:43][CH2:44][OH:45]. Product: [CH3:1][O:2][C:3](=[O:34])[CH:4]([O:29][C:30]([CH3:31])([CH3:33])[CH3:32])[C:5]1[N:6]([CH3:28])[C:7](=[O:27])[C:8]2[C:13]([C:14]=1[C:15]1[C:16]([CH3:25])=[C:17]3[C:22](=[CH:23][CH:24]=1)[O:21][CH2:20][CH2:19][CH2:18]3)=[CH:12][CH:11]=[C:10]([O:26][CH2:43][CH2:44][OH:45])[CH:9]=2. The catalyst class is: 18. (5) The catalyst class is: 49. Product: [NH:41]1[C:36]2[CH:37]=[CH:38][CH:39]=[CH:40][C:35]=2[N:42]=[C:12]1[CH2:11][N:6]1[C:7]2[CH:8]=[CH:9][CH:10]=[C:2]([Br:1])[C:3]=2[C:4]2[CH2:19][CH2:18][N:17]([C:20]([O:22][C:23]([CH3:26])([CH3:25])[CH3:24])=[O:21])[CH2:16][CH2:15][C:5]1=2. Reactant: [Br:1][C:2]1[C:3]2[C:4]3[CH2:19][CH2:18][N:17]([C:20]([O:22][C:23]([CH3:26])([CH3:25])[CH3:24])=[O:21])[CH2:16][CH2:15][C:5]=3[N:6]([CH2:11][C:12](O)=O)[C:7]=2[CH:8]=[CH:9][CH:10]=1.ClC(OCC(C)C)=O.[C:35]1([NH2:42])[CH:40]=[CH:39][CH:38]=[CH:37][C:36]=1[NH2:41].C(O)(=O)C. (6) Reactant: [F:1][C:2]1[CH:3]=[C:4]([CH2:9][C:10]([NH:12][C@H:13]([C:15]([NH:17][C@H:18]([C:20]([OH:22])=O)[CH3:19])=[O:16])[CH3:14])=[O:11])[CH:5]=[C:6]([F:8])[CH:7]=1.[NH:23]1[CH2:27][CH2:26][CH2:25][CH2:24]1. Product: [F:8][C:6]1[CH:5]=[C:4]([CH2:9][C:10]([NH:12][C@H:13]([C:15]([NH:17][C@H:18]([C:20]([N:23]2[CH2:27][CH2:26][CH2:25][CH2:24]2)=[O:22])[CH3:19])=[O:16])[CH3:14])=[O:11])[CH:3]=[C:2]([F:1])[CH:7]=1. The catalyst class is: 147. (7) Reactant: Br[C:2]1[CH:15]=[CH:14][C:5]2[S:6][C:7]3[CH:12]=[CH:11][C:10](Br)=[CH:9][C:8]=3[C:4]=2[CH:3]=1.[CH:16]([Li])([CH2:18][CH3:19])[CH3:17].[CH:21]1[C:34]2[C:33](=[O:35])[C:32]3[C:27](=[CH:28][CH:29]=[CH:30][CH:31]=3)[O:26][C:25]=2[CH:24]=[CH:23][CH:22]=1. Product: [CH:17]1[C:32]2[C:33]([C:2]3[CH:15]=[CH:14][C:5]4[S:6][C:7]5[CH:12]=[CH:11][C:10]([C:33]6([OH:35])[C:34]7[CH:21]=[CH:22][CH:23]=[CH:24][C:25]=7[O:26][C:27]7[C:32]6=[CH:31][CH:30]=[CH:29][CH:28]=7)=[CH:9][C:8]=5[C:4]=4[CH:3]=3)([OH:35])[C:34]3[C:25](=[CH:24][CH:23]=[CH:22][CH:21]=3)[O:26][C:27]=2[CH:19]=[CH:18][CH:16]=1. The catalyst class is: 7. (8) Reactant: Br[C:2]1[CH:10]=[CH:9][C:5]2[S:6][CH:7]=[CH:8][C:4]=2[CH:3]=1.O.[CH3:12][N:13](C=O)C. Product: [S:6]1[CH:7]=[CH:8][C:4]2[CH:3]=[C:2]([C:12]#[N:13])[CH:10]=[CH:9][C:5]1=2. The catalyst class is: 507.